Dataset: Full USPTO retrosynthesis dataset with 1.9M reactions from patents (1976-2016). Task: Predict the reactants needed to synthesize the given product. (1) Given the product [CH3:18][O:17][S:14]([O-:19])(=[O:16])=[O:15].[CH2:2]([N+:8]1[CH:12]=[CH:11][N:10]([CH3:13])[CH:9]=1)[CH2:3][CH2:4][CH2:5][CH2:6][CH3:7], predict the reactants needed to synthesize it. The reactants are: [Cl-].[CH2:2]([N+:8]1[CH:12]=[CH:11][N:10]([CH3:13])[CH:9]=1)[CH2:3][CH2:4][CH2:5][CH2:6][CH3:7].[S:14]([O:19]C)([O:17][CH3:18])(=[O:16])=[O:15]. (2) Given the product [CH2:1]([O:3][C:4]1[CH:5]=[C:6]([CH:9]=[CH:10][C:11]=1[O:12][CH3:13])[CH:7]=[N:18][N:19]1[C:24](=[O:25])[C:23]([CH3:26])=[N:22][N:21]=[C:20]1[S:27][CH2:28][C:29]1[CH:34]=[CH:33][CH:32]=[CH:31][C:30]=1[F:35])[CH3:2], predict the reactants needed to synthesize it. The reactants are: [CH2:1]([O:3][C:4]1[CH:5]=[C:6]([CH:9]=[CH:10][C:11]=1[O:12][CH3:13])[CH:7]=O)[CH3:2].C(O)(=O)C.[NH2:18][N:19]1[C:24](=[O:25])[C:23]([CH3:26])=[N:22][N:21]=[C:20]1[S:27][CH2:28][C:29]1[CH:34]=[CH:33][CH:32]=[CH:31][C:30]=1[F:35]. (3) Given the product [CH3:16][O:15][C:14]1[CH:13]=[C:12]2[C:20]([CH2:4][CH2:5][NH:6][CH2:11]2)=[CH:19][C:17]=1[OH:18], predict the reactants needed to synthesize it. The reactants are: C(O[CH:4](OCC)[CH2:5][NH2:6])C.O=[CH:11][C:12]1[CH:20]=[CH:19][C:17]([OH:18])=[C:14]([O:15][CH3:16])[CH:13]=1. (4) Given the product [OH:58][C@H:56]([CH3:57])[CH2:55][NH:54][C:18](=[O:20])[CH2:17][CH:14]1[S:13][C:12]([C:9]2[NH:10][C:11]3[C:7]([CH:8]=2)=[CH:6][C:5]([O:21][C:22]2[CH:23]=[N:24][C:25]([S:28]([CH3:31])(=[O:29])=[O:30])=[CH:26][CH:27]=2)=[CH:4][C:3]=3[O:2][CH3:1])=[N:16][CH2:15]1, predict the reactants needed to synthesize it. The reactants are: [CH3:1][O:2][C:3]1[CH:4]=[C:5]([O:21][C:22]2[CH:23]=[N:24][C:25]([S:28]([CH3:31])(=[O:30])=[O:29])=[CH:26][CH:27]=2)[CH:6]=[C:7]2[C:11]=1[NH:10][C:9]([C:12]1[S:13][CH:14]([CH2:17][C:18]([OH:20])=O)[CH2:15][N:16]=1)=[CH:8]2.Cl.C(N=C=NCCCN(C)C)C.ON1C2C=CC=CC=2N=N1.[NH2:54][CH2:55][C@H:56]([OH:58])[CH3:57]. (5) The reactants are: [C:1]([C:5]1[CH:10]=[C:9]([O:11][CH3:12])[CH:8]=[CH:7][C:6]=1[OH:13])([CH3:4])([CH3:3])[CH3:2].[C:14]([C:18]1C=C(O)C=C[C:23]=1[O:24]C)(C)(C)C.C(=O)([O-])[O-].[K+].[K+].C(Br)C=C.C(OCC=C)C=C.C1(C)C=C(C)C=C(C)C=1.C(C1C=C(OC)C=C(C(C)(C)C)C=1O)C=C.C(C1C=C(OC)C(C(C)(C)C)=CC=1O)C=C.C1(O)C=CC=CC=1.ClC1C=C(C=CC=1)C(OO)=O. Given the product [C:1]([C:5]1[C:6]2[O:13][CH:18]([CH2:23][OH:24])[CH2:14][C:7]=2[CH:8]=[C:9]([O:11][CH3:12])[CH:10]=1)([CH3:4])([CH3:2])[CH3:3], predict the reactants needed to synthesize it.